This data is from Full USPTO retrosynthesis dataset with 1.9M reactions from patents (1976-2016). The task is: Predict the reactants needed to synthesize the given product. Given the product [C:25]([O:29][C:30]([NH:32][C:33]1[S:34][CH:35]=[C:36](/[C:38](=[N:59]/[O:60][C:61]([CH3:70])([CH3:69])[C:62]([O:64][C:65]([CH3:68])([CH3:67])[CH3:66])=[O:63])/[C:39]([NH:41][C@@H:42]2[C:45](=[O:46])[NH:44][C@@H:43]2[CH2:47][NH:48][CH2:49][CH2:50][OH:51])=[O:40])[N:37]=1)=[O:31])([CH3:27])([CH3:28])[CH3:26], predict the reactants needed to synthesize it. The reactants are: C1CCN(CCOC(C2C=CC(Cl)=CC=2)C2C=CC=CC=2)CC1.Cl.[C:25]([O:29][C:30]([NH:32][C:33]1[S:34][CH:35]=[C:36](/[C:38](=[N:59]/[O:60][C:61]([CH3:70])([CH3:69])[C:62]([O:64][C:65]([CH3:68])([CH3:67])[CH3:66])=[O:63])/[C:39]([NH:41][C@@H:42]2[C:45](=[O:46])[NH:44][C@@H:43]2[CH2:47][NH:48][CH2:49][CH2:50][O:51][Si](C(C)(C)C)(C)C)=[O:40])[N:37]=1)=[O:31])([CH3:28])([CH3:27])[CH3:26].F.[F-].[NH4+].